Dataset: NCI-60 drug combinations with 297,098 pairs across 59 cell lines. Task: Regression. Given two drug SMILES strings and cell line genomic features, predict the synergy score measuring deviation from expected non-interaction effect. (1) Drug 1: CC1C(C(=O)NC(C(=O)N2CCCC2C(=O)N(CC(=O)N(C(C(=O)O1)C(C)C)C)C)C(C)C)NC(=O)C3=C4C(=C(C=C3)C)OC5=C(C(=O)C(=C(C5=N4)C(=O)NC6C(OC(=O)C(N(C(=O)CN(C(=O)C7CCCN7C(=O)C(NC6=O)C(C)C)C)C)C(C)C)C)N)C. Drug 2: C1CN1P(=S)(N2CC2)N3CC3. Cell line: SNB-75. Synergy scores: CSS=14.5, Synergy_ZIP=-2.64, Synergy_Bliss=-0.502, Synergy_Loewe=1.26, Synergy_HSA=1.47. (2) Drug 1: CC12CCC(CC1=CCC3C2CCC4(C3CC=C4C5=CN=CC=C5)C)O. Synergy scores: CSS=63.4, Synergy_ZIP=5.67, Synergy_Bliss=3.38, Synergy_Loewe=-2.20, Synergy_HSA=3.33. Drug 2: CCN(CC)CCCC(C)NC1=C2C=C(C=CC2=NC3=C1C=CC(=C3)Cl)OC. Cell line: HT29.